The task is: Predict the product of the given reaction.. This data is from Forward reaction prediction with 1.9M reactions from USPTO patents (1976-2016). (1) Given the reactants [Cl:1][C:2]1[N:10]=[CH:9][CH:8]=[CH:7][C:3]=1[C:4]([OH:6])=O.[O:11]([C:18]1[S:22][C:21]([CH2:23][NH2:24])=[CH:20][CH:19]=1)[C:12]1[CH:17]=[CH:16][CH:15]=[CH:14][CH:13]=1.F[P-](F)(F)(F)(F)F.N1(O[P+](N(C)C)(N(C)C)N(C)C)C2C=CC=CC=2N=N1.C(N(CC)CC)C, predict the reaction product. The product is: [Cl:1][C:2]1[N:10]=[CH:9][CH:8]=[CH:7][C:3]=1[C:4]([NH:24][CH2:23][C:21]1[S:22][C:18]([O:11][C:12]2[CH:13]=[CH:14][CH:15]=[CH:16][CH:17]=2)=[CH:19][CH:20]=1)=[O:6]. (2) Given the reactants C(OC([N:8]1[CH2:13][CH2:12][CH:11]([O:14][CH2:15][CH3:16])[CH2:10][CH2:9]1)=O)(C)(C)C.FC(F)(F)C(O)=O, predict the reaction product. The product is: [CH2:15]([O:14][CH:11]1[CH2:12][CH2:13][NH:8][CH2:9][CH2:10]1)[CH3:16]. (3) The product is: [C:11]([O:15][C:16]([N:18]1[CH2:19][CH2:20][N:21]([C:24]([C:26]2[C:30]3=[N:31][CH:32]=[CH:33][CH:34]=[C:29]3[N:28]([C:35]3[CH:40]=[CH:39][CH:38]=[CH:37][CH:36]=3)[C:27]=2[O:8][C:3]2[CH:4]=[CH:5][CH:6]=[CH:7][C:2]=2[CH3:1])=[O:25])[CH2:22][CH2:23]1)=[O:17])([CH3:14])([CH3:12])[CH3:13]. Given the reactants [CH3:1][C:2]1[CH:7]=[CH:6][CH:5]=[CH:4][C:3]=1[OH:8].[H-].[Na+].[C:11]([O:15][C:16]([N:18]1[CH2:23][CH2:22][N:21]([C:24]([C:26]2[C:30]3=[N:31][CH:32]=[CH:33][CH:34]=[C:29]3[N:28]([C:35]3[CH:40]=[CH:39][CH:38]=[CH:37][CH:36]=3)[C:27]=2Cl)=[O:25])[CH2:20][CH2:19]1)=[O:17])([CH3:14])([CH3:13])[CH3:12], predict the reaction product. (4) The product is: [Br:30][C:31]1[CH:36]=[CH:35][CH:34]=[C:33]([C:2]2[CH:3]=[C:4]([C:14]([CH3:17])([CH3:16])[CH3:15])[C:5]([O:12][CH3:13])=[C:6]([C:8]([CH3:11])([CH3:10])[CH3:9])[CH:7]=2)[N:32]=1. Given the reactants Br[C:2]1[CH:3]=[C:4]([C:14]([CH3:17])([CH3:16])[CH3:15])[C:5]([O:12][CH3:13])=[C:6]([C:8]([CH3:11])([CH3:10])[CH3:9])[CH:7]=1.C([Li])CCC.COB(OC)OC.[Br:30][C:31]1[CH:36]=[CH:35][CH:34]=[C:33](Br)[N:32]=1.C([O-])([O-])=O.[Na+].[Na+], predict the reaction product. (5) The product is: [C:3]1([CH3:8])[CH:4]=[CH:5][CH:6]=[CH:7][C:2]=1[NH:1][C:18](=[O:19])[C:17]([CH3:22])([CH3:21])[CH3:16]. Given the reactants [NH2:1][C:2]1[C:3]([CH3:8])=[CH:4][CH:5]=[CH:6][CH:7]=1.C(N(CC)CC)C.[CH3:16][C:17]([CH3:22])([CH3:21])[C:18](Cl)=[O:19], predict the reaction product. (6) Given the reactants [CH:1](=[O:10])/[CH:2]=[CH:3]/[C:4]1[CH:9]=[CH:8][CH:7]=[CH:6][CH:5]=1.[C:11]1(=[O:18])[CH2:16][CH2:15][CH2:14][C:13](=[O:17])[CH2:12]1.C([C@@H]1N[C@H](C(C)(C)C)N(C)C1=O)C1C=CC=CC=1, predict the reaction product. The product is: [OH:10][CH:1]1[CH2:2][C@@H:3]([C:4]2[CH:9]=[CH:8][CH:7]=[CH:6][CH:5]=2)[C:12]2[C:11](=[O:18])[CH2:16][CH2:15][CH2:14][C:13]=2[O:17]1.